This data is from Reaction yield outcomes from USPTO patents with 853,638 reactions. The task is: Predict the reaction yield, written as a fraction of the theoretical maximum amount of product (1.0 means a 100% yield; for example, 0.34 means a 34% yield). The reactants are N[C:2]1[CH:3]=[C:4]([NH:12][C:13]([C:15]2[C:24](=[O:25])[C:23]3[C:18](=[CH:19][CH:20]=[CH:21][CH:22]=3)[NH:17][CH:16]=2)=[O:14])[CH:5]=[CH:6][C:7]=1[C:8]([CH3:11])([CH3:10])[CH3:9].[C:26](O)(=O)C.C=O.[C:32]([BH3-])#[N:33].[Na+]. The catalyst is C(Cl)Cl.CO.CCOCC. The product is [CH3:26][N:33]([CH3:32])[C:2]1[CH:3]=[C:4]([NH:12][C:13]([C:15]2[C:24](=[O:25])[C:23]3[C:18](=[CH:19][CH:20]=[CH:21][CH:22]=3)[NH:17][CH:16]=2)=[O:14])[CH:5]=[CH:6][C:7]=1[C:8]([CH3:11])([CH3:10])[CH3:9]. The yield is 0.170.